This data is from Full USPTO retrosynthesis dataset with 1.9M reactions from patents (1976-2016). The task is: Predict the reactants needed to synthesize the given product. Given the product [O:1]=[S:2]1[C:10]2[C:9]([NH:11][CH:12]3[CH2:17][CH2:16][O:15][CH2:14][CH2:13]3)=[N:8][C:7]([N:18]3[CH2:19][CH2:20][CH:21]([C:24]4[CH:25]=[C:26]([CH:31]=[CH:32][CH:33]=4)[C:27]([OH:29])=[O:28])[CH2:22][CH2:23]3)=[N:6][C:5]=2[CH2:4][CH2:3]1, predict the reactants needed to synthesize it. The reactants are: [O:1]=[S:2]1[C:10]2[C:9]([NH:11][CH:12]3[CH2:17][CH2:16][O:15][CH2:14][CH2:13]3)=[N:8][C:7]([N:18]3[CH2:23][CH2:22][CH:21]([C:24]4[CH:25]=[C:26]([CH:31]=[CH:32][CH:33]=4)[C:27]([O:29]C)=[O:28])[CH2:20][CH2:19]3)=[N:6][C:5]=2[CH2:4][CH2:3]1.[OH-].[Na+].Cl.